From a dataset of Forward reaction prediction with 1.9M reactions from USPTO patents (1976-2016). Predict the product of the given reaction. (1) Given the reactants [CH3:1][O:2][N:3]1[C:8]([CH3:10])([CH3:9])[CH2:7][C:6](=O)[CH2:5][C:4]1([CH3:13])[CH3:12].[C-]#N.[K+].[C:17](=[O:20])([O-])[O-].[NH4+:21].[NH4+:22].O.[CH2:24]([OH:26])C, predict the reaction product. The product is: [CH3:1][O:2][N:3]1[C:8]([CH3:10])([CH3:9])[CH2:7][C:6]2([NH:22][C:24](=[O:26])[NH:21][C:17]2=[O:20])[CH2:5][C:4]1([CH3:13])[CH3:12]. (2) Given the reactants [NH2:1][C:2]1[CH:7]=[CH:6][C:5]([N:8]2[N:17]=[C:16]([NH:18][C:19]3[CH:23]=[C:22]([CH3:24])[NH:21][N:20]=3)[C:15]3[C:10](=[CH:11][CH:12]=[CH:13][CH:14]=3)[C:9]2=[O:25])=[CH:4][CH:3]=1.[C:26](Cl)(=[O:28])[CH3:27], predict the reaction product. The product is: [CH3:24][C:22]1[NH:21][N:20]=[C:19]([NH:18][C:16]2[C:15]3[C:10](=[CH:11][CH:12]=[CH:13][CH:14]=3)[C:9](=[O:25])[N:8]([C:5]3[CH:6]=[CH:7][C:2]([NH:1][C:26](=[O:28])[CH3:27])=[CH:3][CH:4]=3)[N:17]=2)[CH:23]=1. (3) Given the reactants CC(OC([N:8]1[CH2:13][CH2:12][C:11](=[C:14]([C:28]2[CH:33]=[CH:32][CH:31]=[CH:30][C:29]=2[NH2:34])[C:15]2[CH:20]=[CH:19][C:18]([C:21]([N:23]([CH2:26][CH3:27])[CH2:24][CH3:25])=[O:22])=[CH:17][CH:16]=2)[CH2:10][CH2:9]1)=O)(C)C.C(N(CC)CC)C.[C:42](Cl)(=[O:49])[C:43]1[CH:48]=[CH:47][CH:46]=[CH:45][CH:44]=1.C(O)(C(F)(F)F)=O, predict the reaction product. The product is: [C:42]([NH:34][C:29]1[CH:30]=[CH:31][CH:32]=[CH:33][C:28]=1[C:14](=[C:11]1[CH2:10][CH2:9][NH:8][CH2:13][CH2:12]1)[C:15]1[CH:16]=[CH:17][C:18]([C:21]([N:23]([CH2:24][CH3:25])[CH2:26][CH3:27])=[O:22])=[CH:19][CH:20]=1)(=[O:49])[C:43]1[CH:48]=[CH:47][CH:46]=[CH:45][CH:44]=1. (4) Given the reactants [OH:1][CH:2]([C:6]1[CH:11]=[CH:10][C:9]([C:12]2[N:16]=[C:15]([C:17]3[O:21][N:20]=[C:19]([C:22]4[CH:27]=[CH:26][CH:25]=[CH:24][CH:23]=4)[C:18]=3[C:28]([F:31])([F:30])[F:29])[O:14][N:13]=2)=[CH:8][CH:7]=1)[C:3](O)=[O:4].CN1CCOCC1.Cl.[NH2:40][C@@H:41]([CH3:46])[C:42]([NH:44][CH3:45])=[O:43].CN(C(ON1N=NC2C=CC=NC1=2)=[N+](C)C)C.F[P-](F)(F)(F)(F)F, predict the reaction product. The product is: [OH:1][CH:2]([C:6]1[CH:11]=[CH:10][C:9]([C:12]2[N:16]=[C:15]([C:17]3[O:21][N:20]=[C:19]([C:22]4[CH:23]=[CH:24][CH:25]=[CH:26][CH:27]=4)[C:18]=3[C:28]([F:31])([F:30])[F:29])[O:14][N:13]=2)=[CH:8][CH:7]=1)[C:3]([NH:40][C@@H:41]([CH3:46])[C:42]([NH:44][CH3:45])=[O:43])=[O:4]. (5) Given the reactants Br[C:2]1[C:3]([F:14])=[C:4]2[C:8](=[CH:9][C:10]=1[F:11])[NH:7][CH:6]=[C:5]2[CH:12]=[O:13].CC1(C)COB([C:22]2[CH:27]=[CH:26][C:25]([C:28]3([OH:32])[CH2:31][O:30][CH2:29]3)=[CH:24][CH:23]=2)OC1.C(=O)([O-])[O-].[K+].[K+], predict the reaction product. The product is: [F:14][C:3]1[C:2]([C:22]2[CH:23]=[CH:24][C:25]([C:28]3([OH:32])[CH2:31][O:30][CH2:29]3)=[CH:26][CH:27]=2)=[C:10]([F:11])[CH:9]=[C:8]2[C:4]=1[C:5]([CH:12]=[O:13])=[CH:6][NH:7]2. (6) Given the reactants P(Cl)(Cl)([Cl:3])=O.[C:6]([C:8]1[C:9]2[N:10]([C:32]3[CH:38]=[CH:37][CH:36]=[CH:35][C:33]=3[N:34]=2)[C:11](=O)[CH:12]([C:15]2[CH:16]=[C:17]([CH:28]=[CH:29][CH:30]=2)[C:18]([O:20][CH2:21][C:22]2[CH:27]=[CH:26][CH:25]=[CH:24][CH:23]=2)=[O:19])[C:13]=1[CH3:14])#[N:7], predict the reaction product. The product is: [Cl:3][C:11]1[N:10]2[C:32]3[CH:38]=[CH:37][CH:36]=[CH:35][C:33]=3[N:34]=[C:9]2[C:8]([C:6]#[N:7])=[C:13]([CH3:14])[C:12]=1[C:15]1[CH:16]=[C:17]([CH:28]=[CH:29][CH:30]=1)[C:18]([O:20][CH2:21][C:22]1[CH:27]=[CH:26][CH:25]=[CH:24][CH:23]=1)=[O:19].